From a dataset of Catalyst prediction with 721,799 reactions and 888 catalyst types from USPTO. Predict which catalyst facilitates the given reaction. (1) Reactant: CON(C)[C:4](=[O:30])[CH2:5][CH2:6][CH2:7][O:8][C@H:9]1[CH2:14][CH2:13][C@H:12]([N:15]([CH3:29])[S:16]([C:19]2[CH:24]=[CH:23][C:22]([C:25]([F:28])([F:27])[F:26])=[CH:21][CH:20]=2)(=[O:18])=[O:17])[CH2:11][CH2:10]1.[CH3:32][Mg]Br.[NH4+].[Cl-]. Product: [CH3:29][N:15]([C@H:12]1[CH2:11][CH2:10][C@H:9]([O:8][CH2:7][CH2:6][CH2:5][C:4](=[O:30])[CH3:32])[CH2:14][CH2:13]1)[S:16]([C:19]1[CH:24]=[CH:23][C:22]([C:25]([F:28])([F:27])[F:26])=[CH:21][CH:20]=1)(=[O:18])=[O:17]. The catalyst class is: 1. (2) Reactant: [CH3:1][C:2]1[N:3]([C:8]2[CH:13]=[CH:12][CH:11]=[CH:10][C:9]=2[CH2:14][C:15]#[N:16])[C:4]([CH3:7])=[CH:5][CH:6]=1.[C:17](OCC)(=[O:23])[C:18]([O:20][CH2:21][CH3:22])=[O:19].CC(C)([O-])C.[Na+]. Product: [C:15]([CH:14]([C:9]1[CH:10]=[CH:11][CH:12]=[CH:13][C:8]=1[N:3]1[C:2]([CH3:1])=[CH:6][CH:5]=[C:4]1[CH3:7])[C:17](=[O:23])[C:18]([O:20][CH2:21][CH3:22])=[O:19])#[N:16]. The catalyst class is: 8. (3) Reactant: [CH3:1][Si:2]([CH:5]=[N+:6]=[N-:7])([CH3:4])[CH3:3].[Li]CCCC.[CH:13]1[C:22]2[C:17](=[CH:18][CH:19]=[CH:20][CH:21]=2)[CH:16]=[C:15]([C:23]#[N:24])[N:14]=1.[Cl-].[NH4+]. Product: [CH3:1][Si:2]([CH3:4])([CH3:3])[C:5]1[NH:6][N:7]=[N:24][C:23]=1[C:15]1[N:14]=[CH:13][C:22]2[C:17]([CH:16]=1)=[CH:18][CH:19]=[CH:20][CH:21]=2. The catalyst class is: 1. (4) Reactant: C([O:5][C:6](=[O:25])/[CH:7]=[CH:8]/[C:9]1[CH:14]=[C:13]([CH3:15])[C:12]([O:16][C:17]2[CH:22]=[CH:21][C:20]([OH:23])=[CH:19][N:18]=2)=[C:11]([Cl:24])[CH:10]=1)CCC.[OH-].[Na+]. Product: [Cl:24][C:11]1[CH:10]=[C:9](/[CH:8]=[CH:7]/[C:6]([OH:25])=[O:5])[CH:14]=[C:13]([CH3:15])[C:12]=1[O:16][C:17]1[CH:22]=[CH:21][C:20]([OH:23])=[CH:19][N:18]=1. The catalyst class is: 5. (5) Reactant: F[B-](F)(F)F.N1([O+]=C(N(C)C)N(C)C)C2C=CC=CC=2N=N1.[O:23]1[C:31]2[C:26](=[N:27][CH:28]=[CH:29][CH:30]=2)[N:25]=[C:24]1[C:32]1[C:33]([NH2:49])=[N:34][CH:35]=[C:36]([C:38]2[CH:39]=[N:40][N:41]([CH:43]3[CH2:48][CH2:47][NH:46][CH2:45][CH2:44]3)[CH:42]=2)[CH:37]=1.[CH3:50][N:51]([CH3:56])[CH2:52][C:53](O)=[O:54].CN1CCOCC1. Product: [NH2:49][C:33]1[N:34]=[CH:35][C:36]([C:38]2[CH:39]=[N:40][N:41]([CH:43]3[CH2:44][CH2:45][N:46]([C:53](=[O:54])[CH2:52][N:51]([CH3:56])[CH3:50])[CH2:47][CH2:48]3)[CH:42]=2)=[CH:37][C:32]=1[C:24]1[O:23][C:31]2[C:26]([N:25]=1)=[N:27][CH:28]=[CH:29][CH:30]=2. The catalyst class is: 37. (6) Reactant: [C:1]([C:3]1[C:4]([NH:17][NH:18][C:19](=O)[CH2:20][CH:21]2[CH2:23][CH2:22]2)=[N:5][CH:6]=[CH:7][C:8]=1OCC1C=CC=CC=1)#[N:2].O(Cl)[Cl:26].[P+5]. Product: [Cl:26][C:8]1[CH:7]=[CH:6][N:5]2[C:19]([CH2:20][CH:21]3[CH2:23][CH2:22]3)=[N:18][N:17]=[C:4]2[C:3]=1[C:1]#[N:2]. The catalyst class is: 279. (7) Reactant: Cl[C:2]1[N:7]=[C:6]([N:8]([CH3:22])[CH:9]2[CH2:13][CH2:12][N:11]([C:14]3[CH:21]=[CH:20][C:17]([C:18]#[N:19])=[CH:16][N:15]=3)[CH2:10]2)[C:5]([Cl:23])=[CH:4][N:3]=1.CCN(C(C)C)C(C)C.Cl.[CH3:34][N:35]1[CH:39]=[C:38]([NH2:40])[CH:37]=[N:36]1. Product: [Cl:23][C:5]1[C:6]([N:8]([CH3:22])[CH:9]2[CH2:13][CH2:12][N:11]([C:14]3[CH:21]=[CH:20][C:17]([C:18]#[N:19])=[CH:16][N:15]=3)[CH2:10]2)=[N:7][C:2]([NH:40][C:38]2[CH:37]=[N:36][N:35]([CH3:34])[CH:39]=2)=[N:3][CH:4]=1. The catalyst class is: 114. (8) Reactant: Cl.C([C@]1(C([N:13]2[CH2:18][CH:17]=[C:16]([C:19]3[CH:24]=[CH:23][CH:22]=[CH:21][C:20]=3[C:25]([F:28])([F:27])[F:26])[CH2:15][CH2:14]2)=[O:12])CC[C@@H]([NH2:10])C1)(C)C.[O:29]1[CH2:34][CH2:33][C:32](=O)CC1.[CH2:36]([N:38](CC)CC)C.[C:43](O[BH-](OC(=O)C)OC(=O)C)(=[O:45])C.[Na+].[C:57]([O-:60])(O)=[O:58].[Na+]. Product: [NH4+:10].[OH-:12].[NH4+:38].[OH-:29].[CH3:43][OH:45].[F:28][C:25]([F:26])([F:27])[C:20]1[CH:21]=[CH:22][CH:23]=[CH:24][C:19]=1[C:16]1[CH2:17][CH2:18][N:13]([C:57]([O:60][C:33]([CH3:32])([CH3:34])[CH3:36])=[O:58])[CH2:14][CH:15]=1. The catalyst class is: 2. (9) Reactant: [OH-].[Na+].C([O:6][CH2:7][CH2:8][C@@H:9]([NH:13][C:14]1[C:19]([CH2:20][C:21]2[CH:39]=[CH:38][C:24]([O:25][CH2:26][CH2:27][CH2:28][N:29]3[CH2:33][CH2:32][CH2:31][C@H:30]3[C:34]([O:36]C)=[O:35])=[CH:23][C:22]=2[O:40][CH3:41])=[C:18]([CH3:42])[N:17]=[C:16]([NH2:43])[N:15]=1)[CH2:10][CH2:11][CH3:12])(=O)C. Product: [NH2:43][C:16]1[N:15]=[C:14]([NH:13][C@@H:9]([CH2:10][CH2:11][CH3:12])[CH2:8][CH2:7][OH:6])[C:19]([CH2:20][C:21]2[CH:39]=[CH:38][C:24]([O:25][CH2:26][CH2:27][CH2:28][N:29]3[CH2:33][CH2:32][CH2:31][C@H:30]3[C:34]([OH:36])=[O:35])=[CH:23][C:22]=2[O:40][CH3:41])=[C:18]([CH3:42])[N:17]=1. The catalyst class is: 5.